The task is: Regression. Given two drug SMILES strings and cell line genomic features, predict the synergy score measuring deviation from expected non-interaction effect.. This data is from NCI-60 drug combinations with 297,098 pairs across 59 cell lines. (1) Drug 1: CS(=O)(=O)C1=CC(=C(C=C1)C(=O)NC2=CC(=C(C=C2)Cl)C3=CC=CC=N3)Cl. Drug 2: C1=CC(=CC=C1CCC2=CNC3=C2C(=O)NC(=N3)N)C(=O)NC(CCC(=O)O)C(=O)O. Cell line: ACHN. Synergy scores: CSS=27.9, Synergy_ZIP=2.61, Synergy_Bliss=4.97, Synergy_Loewe=-13.5, Synergy_HSA=3.44. (2) Drug 1: C1=CN(C=N1)CC(O)(P(=O)(O)O)P(=O)(O)O. Drug 2: CC1C(C(CC(O1)OC2CC(OC(C2O)C)OC3=CC4=CC5=C(C(=O)C(C(C5)C(C(=O)C(C(C)O)O)OC)OC6CC(C(C(O6)C)O)OC7CC(C(C(O7)C)O)OC8CC(C(C(O8)C)O)(C)O)C(=C4C(=C3C)O)O)O)O. Cell line: MDA-MB-435. Synergy scores: CSS=10.5, Synergy_ZIP=0.277, Synergy_Bliss=-1.85, Synergy_Loewe=-32.3, Synergy_HSA=-3.01. (3) Drug 1: C1=CC(=CC=C1CCCC(=O)O)N(CCCl)CCCl. Drug 2: C1=CN(C(=O)N=C1N)C2C(C(C(O2)CO)O)O.Cl. Cell line: UACC-257. Synergy scores: CSS=3.92, Synergy_ZIP=-3.60, Synergy_Bliss=-3.94, Synergy_Loewe=-4.81, Synergy_HSA=-4.52. (4) Drug 1: C1=CN(C(=O)N=C1N)C2C(C(C(O2)CO)O)O.Cl. Drug 2: CC1C(C(CC(O1)OC2CC(CC3=C2C(=C4C(=C3O)C(=O)C5=C(C4=O)C(=CC=C5)OC)O)(C(=O)CO)O)N)O.Cl. Cell line: SW-620. Synergy scores: CSS=44.3, Synergy_ZIP=-8.20, Synergy_Bliss=-8.87, Synergy_Loewe=-8.80, Synergy_HSA=-1.85. (5) Drug 1: C1=CC(=C2C(=C1NCCNCCO)C(=O)C3=C(C=CC(=C3C2=O)O)O)NCCNCCO. Drug 2: CC(C1=C(C=CC(=C1Cl)F)Cl)OC2=C(N=CC(=C2)C3=CN(N=C3)C4CCNCC4)N. Cell line: SF-268. Synergy scores: CSS=48.8, Synergy_ZIP=6.38, Synergy_Bliss=6.55, Synergy_Loewe=-9.86, Synergy_HSA=5.68. (6) Drug 1: C1C(C(OC1N2C=NC3=C(N=C(N=C32)Cl)N)CO)O. Drug 2: CCC1=C2CN3C(=CC4=C(C3=O)COC(=O)C4(CC)O)C2=NC5=C1C=C(C=C5)O. Cell line: A498. Synergy scores: CSS=26.3, Synergy_ZIP=-2.86, Synergy_Bliss=0.171, Synergy_Loewe=-17.8, Synergy_HSA=1.92.